From a dataset of Reaction yield outcomes from USPTO patents with 853,638 reactions. Predict the reaction yield, written as a fraction of the theoretical maximum amount of product (1.0 means a 100% yield; for example, 0.34 means a 34% yield). (1) The reactants are Br[C:2]1[N:7]=[C:6]2[N:8]([CH3:22])[C:9]3[CH2:14][CH2:13][N:12]([C:15]([O:17][C:18]([CH3:21])([CH3:20])[CH3:19])=[O:16])[CH2:11][C:10]=3[C:5]2=[CH:4][CH:3]=1.[F:23][C:24]([F:39])([F:38])[C:25]1[CH:26]=[CH:27][C:28]([C:31]2[CH:36]=[CH:35][NH:34][C:33](=[O:37])[CH:32]=2)=[N:29][CH:30]=1.[O-]P([O-])([O-])=O.[K+].[K+].[K+].CN[C@H]1CCCC[C@@H]1NC. The catalyst is O1CCOCC1.[Cu](I)I. The product is [CH3:22][N:8]1[C:6]2=[N:7][C:2]([N:34]3[CH:35]=[CH:36][C:31]([C:28]4[CH:27]=[CH:26][C:25]([C:24]([F:23])([F:38])[F:39])=[CH:30][N:29]=4)=[CH:32][C:33]3=[O:37])=[CH:3][CH:4]=[C:5]2[C:10]2[CH2:11][N:12]([C:15]([O:17][C:18]([CH3:21])([CH3:20])[CH3:19])=[O:16])[CH2:13][CH2:14][C:9]1=2. The yield is 0.300. (2) The reactants are [CH:1]1([N:6]2[C:10]3[N:11]=[C:12]([NH:15][C:16]4[CH:24]=[CH:23][C:19]([C:20](O)=[O:21])=[CH:18][N:17]=4)[N:13]=[CH:14][C:9]=3[CH:8]=[C:7]2[C:25](=[O:29])[N:26]([CH3:28])[CH3:27])[CH2:5][CH2:4][CH2:3][CH2:2]1.[CH:30]12[N:37]([CH2:38][CH2:39][OH:40])[CH:34]([CH2:35][CH2:36]1)[CH2:33][NH:32][CH2:31]2. No catalyst specified. The product is [CH:1]1([N:6]2[C:10]3[N:11]=[C:12]([NH:15][C:16]4[CH:24]=[CH:23][C:19]([C:20]([N:32]5[CH2:31][CH:30]6[N:37]([CH2:38][CH2:39][OH:40])[CH:34]([CH2:35][CH2:36]6)[CH2:33]5)=[O:21])=[CH:18][N:17]=4)[N:13]=[CH:14][C:9]=3[CH:8]=[C:7]2[C:25]([N:26]([CH3:28])[CH3:27])=[O:29])[CH2:5][CH2:4][CH2:3][CH2:2]1. The yield is 0.590.